From a dataset of Reaction yield outcomes from USPTO patents with 853,638 reactions. Predict the reaction yield, written as a fraction of the theoretical maximum amount of product (1.0 means a 100% yield; for example, 0.34 means a 34% yield). (1) The reactants are C([O:8][C:9]1[CH:14]=[CH:13][C:12]([C:15]2[C:16](=[O:30])[C:17]([CH3:29])([CH3:28])[O:18][C:19]=2[C:20]2[CH:25]=[CH:24][C:23]([O:26][CH3:27])=[CH:22][CH:21]=2)=[CH:11][CH:10]=1)C1C=CC=CC=1.[H][H]. The catalyst is [Pd].CO. The product is [OH:8][C:9]1[CH:10]=[CH:11][C:12]([C:15]2[C:16](=[O:30])[C:17]([CH3:28])([CH3:29])[O:18][C:19]=2[C:20]2[CH:25]=[CH:24][C:23]([O:26][CH3:27])=[CH:22][CH:21]=2)=[CH:13][CH:14]=1. The yield is 0.950. (2) The reactants are C1(P(C2C=CC=CC=2)C2C=CC=CC=2)C=CC=CC=1.II.[Si:22]([O:29][C@@H:30]([CH3:65])[C@@H:31]([NH:54][C:55]1[CH:60]=[CH:59][C:58]([C:61]#[N:62])=[C:57]([Cl:63])[C:56]=1[CH3:64])[C:32]([NH:34][NH:35][C:36](=[O:53])[C:37]1[CH:42]=[CH:41][C:40]([O:43][CH2:44][C:45]2[CH:50]=[CH:49][C:48]([O:51][CH3:52])=[CH:47][CH:46]=2)=[CH:39][CH:38]=1)=O)([C:25]([CH3:28])([CH3:27])[CH3:26])([CH3:24])[CH3:23]. The catalyst is C(Cl)Cl. The product is [Si:22]([O:29][C@@H:30]([CH3:65])[C@@H:31]([NH:54][C:55]1[CH:60]=[CH:59][C:58]([C:61]#[N:62])=[C:57]([Cl:63])[C:56]=1[CH3:64])[C:32]1[O:53][C:36]([C:37]2[CH:38]=[CH:39][C:40]([O:43][CH2:44][C:45]3[CH:50]=[CH:49][C:48]([O:51][CH3:52])=[CH:47][CH:46]=3)=[CH:41][CH:42]=2)=[N:35][N:34]=1)([C:25]([CH3:26])([CH3:28])[CH3:27])([CH3:24])[CH3:23]. The yield is 0.870. (3) The reactants are [CH2:1]([Li])CCC.[Br:6][C:7]1[C:8]([CH3:27])=[C:9]([C:13]2[N:17]([CH3:18])[N:16]=[C:15]([C:19]3[C:24]([F:25])=[CH:23][CH:22]=[CH:21][C:20]=3[Cl:26])[N:14]=2)[S:10][C:11]=1Br.IC.[Cl-].[NH4+]. The catalyst is C1COCC1. The product is [Cl:26][C:20]1[CH:21]=[CH:22][CH:23]=[C:24]([F:25])[C:19]=1[C:15]1[N:14]=[C:13]([C:9]2[S:10][C:11]([CH3:1])=[C:7]([Br:6])[C:8]=2[CH3:27])[N:17]([CH3:18])[N:16]=1. The yield is 0.470. (4) The reactants are [CH:1]1([CH2:4][O:5][C:6](=[O:25])[CH:7]([C:12]2[CH:17]=[C:16]([O:18][CH2:19][CH:20]3[CH2:22][CH2:21]3)[C:15](I)=[C:14]([Cl:24])[CH:13]=2)[CH2:8][CH:9]([CH3:11])[CH3:10])[CH2:3][CH2:2]1.[Cl:26][C:27]1[CH:32]=[CH:31][C:30](B(O)O)=[CH:29][CH:28]=1.[F-].[Cs+].O. The catalyst is COCCOC.C1C=CC(P(C2C=CC=CC=2)[C-]2C=CC=C2)=CC=1.C1C=CC(P(C2C=CC=CC=2)[C-]2C=CC=C2)=CC=1.Cl[Pd]Cl.[Fe+2].CCOC(C)=O. The product is [CH:1]1([CH2:4][O:5][C:6](=[O:25])[CH:7]([C:12]2[CH:17]=[C:16]([O:18][CH2:19][CH:20]3[CH2:22][CH2:21]3)[C:15]([C:30]3[CH:31]=[CH:32][C:27]([Cl:26])=[CH:28][CH:29]=3)=[C:14]([Cl:24])[CH:13]=2)[CH2:8][CH:9]([CH3:11])[CH3:10])[CH2:3][CH2:2]1. The yield is 0.870. (5) The reactants are [CH2:1]([OH:4])[CH:2]=[CH2:3].[H-].[Na+].[NH2:7][C:8]1[CH:13]=[N:12][CH:11]=[C:10](Cl)[N:9]=1. The catalyst is O1CCOCC1. The product is [CH2:1]([O:4][C:10]1[N:9]=[C:8]([NH2:7])[CH:13]=[N:12][CH:11]=1)[CH:2]=[CH2:3]. The yield is 0.570.